This data is from hERG Central: cardiac toxicity at 1µM, 10µM, and general inhibition. The task is: Predict hERG channel inhibition at various concentrations. (1) The drug is CN(C)C/C=C(/c1ccc(Br)cc1)c1cccnc1.Cl. Results: hERG_inhib (hERG inhibition (general)): blocker. (2) The drug is N=c1c(C(=O)NCC2CCCO2)cc2c(=O)n3ccccc3nc2n1Cc1cccnc1. Results: hERG_inhib (hERG inhibition (general)): blocker. (3) The drug is O=C(CCc1ccncc1)NC1CCCc2c1cnn2-c1cc(F)cc(F)c1. Results: hERG_inhib (hERG inhibition (general)): blocker. (4) The molecule is N#Cc1cccnc1N1CCN(C(=O)c2cccc3c2C(=O)c2ccc(Cl)cc2S3(=O)=O)CC1. Results: hERG_inhib (hERG inhibition (general)): blocker. (5) The drug is Cc1cc(=O)oc2cc(OCC(=O)N3CCN(c4ccc(F)cc4)CC3)ccc12. Results: hERG_inhib (hERG inhibition (general)): blocker.